Dataset: Reaction yield outcomes from USPTO patents with 853,638 reactions. Task: Predict the reaction yield, written as a fraction of the theoretical maximum amount of product (1.0 means a 100% yield; for example, 0.34 means a 34% yield). (1) The reactants are [Cl:1][C:2]1[CH:7]=[CH:6][CH:5]=[CH:4][C:3]=1[C:8]1[N:9]([C:24]2[CH:29]=[CH:28][C:27]([Cl:30])=[CH:26][CH:25]=2)[C:10]2[C:15]([N:16]=1)=[C:14]([NH:17][CH:18]1[CH2:23][CH2:22][NH:21][CH2:20][CH2:19]1)[N:13]=[CH:12][N:11]=2.[CH3:31][S:32](Cl)(=[O:34])=[O:33].C(N(CC)CC)C. The catalyst is C1COCC1. The product is [Cl:1][C:2]1[CH:7]=[CH:6][CH:5]=[CH:4][C:3]=1[C:8]1[N:9]([C:24]2[CH:25]=[CH:26][C:27]([Cl:30])=[CH:28][CH:29]=2)[C:10]2[C:15]([N:16]=1)=[C:14]([NH:17][CH:18]1[CH2:23][CH2:22][N:21]([S:32]([CH3:31])(=[O:34])=[O:33])[CH2:20][CH2:19]1)[N:13]=[CH:12][N:11]=2. The yield is 0.910. (2) The reactants are [Cl-].O[NH3+:3].[C:4](=[O:7])([O-])[OH:5].[Na+].CS(C)=O.[CH2:13]([C:17]1[N:18]=[C:19]([CH3:51])[N:20]([CH2:39][C:40]2[N:41]=[C:42]([C:45]3[CH:50]=[CH:49][CH:48]=[CH:47][N:46]=3)[S:43][CH:44]=2)[C:21](=[O:38])[C:22]=1[CH2:23][C:24]1[CH:29]=[CH:28][C:27]([C:30]2[C:31]([C:36]#[N:37])=[CH:32][CH:33]=[CH:34][CH:35]=2)=[CH:26][CH:25]=1)[CH2:14][CH2:15][CH3:16]. The catalyst is C(OCC)(=O)C. The product is [CH2:13]([C:17]1[N:18]=[C:19]([CH3:51])[N:20]([CH2:39][C:40]2[N:41]=[C:42]([C:45]3[CH:50]=[CH:49][CH:48]=[CH:47][N:46]=3)[S:43][CH:44]=2)[C:21](=[O:38])[C:22]=1[CH2:23][C:24]1[CH:29]=[CH:28][C:27]([C:30]2[CH:35]=[CH:34][CH:33]=[CH:32][C:31]=2[C:36]2[NH:3][C:4](=[O:7])[O:5][N:37]=2)=[CH:26][CH:25]=1)[CH2:14][CH2:15][CH3:16]. The yield is 0.490.